Task: Predict the reactants needed to synthesize the given product.. Dataset: Full USPTO retrosynthesis dataset with 1.9M reactions from patents (1976-2016) Given the product [Br:8][C:5]1[CH:6]=[CH:7][C:2]([N:9]([CH2:13][CH2:14][OH:15])[CH2:10][CH2:11][OH:12])=[N:3][CH:4]=1, predict the reactants needed to synthesize it. The reactants are: Br[C:2]1[CH:7]=[CH:6][C:5]([Br:8])=[CH:4][N:3]=1.[NH:9]([CH2:13][CH2:14][OH:15])[CH2:10][CH2:11][OH:12].